This data is from Forward reaction prediction with 1.9M reactions from USPTO patents (1976-2016). The task is: Predict the product of the given reaction. (1) Given the reactants [C:1]([O:5][C:6]([N:8]1[CH2:13][CH:12]2[C:10]([C:14]3[CH:19]=[CH:18][C:17]([NH2:20])=[CH:16][CH:15]=3)([CH2:11]2)[CH2:9]1)=[O:7])([CH3:4])([CH3:3])[CH3:2].CC(C)=O.C(=O)(O)[O-].[Na+].Cl[C:31]([O:33][CH2:34][C:35]1[CH:40]=[CH:39][CH:38]=[CH:37][CH:36]=1)=[O:32], predict the reaction product. The product is: [C:1]([O:5][C:6]([N:8]1[CH2:13][CH:12]2[C:10]([C:14]3[CH:19]=[CH:18][C:17]([NH:20][C:31]([O:33][CH2:34][C:35]4[CH:40]=[CH:39][CH:38]=[CH:37][CH:36]=4)=[O:32])=[CH:16][CH:15]=3)([CH2:11]2)[CH2:9]1)=[O:7])([CH3:4])([CH3:2])[CH3:3]. (2) Given the reactants [CH2:1]([NH:3][CH2:4][C:5]([N:7]1[CH2:12][CH2:11][O:10][C:9]2[CH:13]=[C:14]([N+:17]([O-:19])=[O:18])[CH:15]=[CH:16][C:8]1=2)=[O:6])[CH3:2].[C:20](O[C:20]([O:22][C:23]([CH3:26])([CH3:25])[CH3:24])=[O:21])([O:22][C:23]([CH3:26])([CH3:25])[CH3:24])=[O:21].C(N(CC)CC)C, predict the reaction product. The product is: [CH2:1]([N:3]([CH2:4][C:5]([N:7]1[CH2:12][CH2:11][O:10][C:9]2[CH:13]=[C:14]([N+:17]([O-:19])=[O:18])[CH:15]=[CH:16][C:8]1=2)=[O:6])[C:20](=[O:21])[O:22][C:23]([CH3:26])([CH3:25])[CH3:24])[CH3:2]. (3) Given the reactants [CH3:1][O:2][C:3]1[CH:4]=[N:5][C:6]([OH:9])=[N:7][CH:8]=1.C(N(CC)CC)C.[O:17](S(C(F)(F)F)(=O)=O)[S:18]([C:21]([F:24])([F:23])[F:22])(=O)=[O:19], predict the reaction product. The product is: [F:22][C:21]([F:24])([F:23])[S:18]([O:9][C:6]1[N:7]=[CH:8][C:3]([O:2][CH3:1])=[CH:4][N:5]=1)(=[O:19])=[O:17]. (4) Given the reactants [O:1]1[C:10]2[C:5](=[CH:6][CH:7]=[CH:8][CH:9]=2)[C:4](=[O:11])[CH2:3][CH2:2]1.[BH4-].[Na+], predict the reaction product. The product is: [O:1]1[C:10]2[C:5](=[CH:6][CH:7]=[CH:8][CH:9]=2)[CH:4]([OH:11])[CH2:3][CH2:2]1. (5) Given the reactants [C:1]([C@:3]([CH2:27][C:28]1[CH:29]=[N:30][CH:31]=[CH:32][CH:33]=1)([C@H:8]([C:19]1[CH:24]=[CH:23][CH:22]=[CH:21][C:20]=1[O:25][CH3:26])[C:9]1[C:18]2[C:13](=[CH:14][CH:15]=[CH:16][CH:17]=2)[CH:12]=[CH:11][CH:10]=1)[C:4]([O:6][CH3:7])=[O:5])#[N:2], predict the reaction product. The product is: [C:1]([C@@:3]([CH2:27][C:28]1[CH:29]=[N:30][CH:31]=[CH:32][CH:33]=1)([C@@H:8]([C:19]1[CH:24]=[CH:23][CH:22]=[CH:21][C:20]=1[O:25][CH3:26])[C:9]1[C:18]2[C:13](=[CH:14][CH:15]=[CH:16][CH:17]=2)[CH:12]=[CH:11][CH:10]=1)[C:4]([O:6][CH3:7])=[O:5])#[N:2]. (6) Given the reactants Br[CH2:2][CH2:3][C:4]([C@H:6]([C@H:8]([C@@H:10]([C@@H:12]([CH2:14][OH:15])[OH:13])[OH:11])[OH:9])[OH:7])=[O:5].[N-:16]=[N+:17]=[N-:18].[Na+].[I-].[Na+], predict the reaction product. The product is: [N:16]([CH2:2][CH2:3][C:4]([C@H:6]([C@H:8]([C@@H:10]([C@@H:12]([CH2:14][OH:15])[OH:13])[OH:11])[OH:9])[OH:7])=[O:5])=[N+:17]=[N-:18]. (7) Given the reactants [S-:1][C:2]#[N:3].[K+].[NH2:5][C:6]1[CH:31]=[CH:30][C:9]([O:10][C:11]2[CH:12]=[C:13]([CH:27]=[CH:28][CH:29]=2)[C:14]([NH:16][C:17]2[CH:22]=[CH:21][CH:20]=[C:19]([C:23]([F:26])([F:25])[F:24])[CH:18]=2)=[O:15])=[C:8]([N+:32]([O-:34])=[O:33])[CH:7]=1.BrBr, predict the reaction product. The product is: [NH2:3][C:2]1[S:1][C:7]2[C:8]([N+:32]([O-:34])=[O:33])=[C:9]([O:10][C:11]3[CH:12]=[C:13]([CH:27]=[CH:28][CH:29]=3)[C:14]([NH:16][C:17]3[CH:22]=[CH:21][CH:20]=[C:19]([C:23]([F:24])([F:26])[F:25])[CH:18]=3)=[O:15])[CH:30]=[CH:31][C:6]=2[N:5]=1. (8) Given the reactants [O:1]1[C:5]2([CH2:9][CH2:8][N:7](C(OCC3C=CC=CC=3)=O)[CH2:6]2)[O:4][CH2:3][CH2:2]1, predict the reaction product. The product is: [O:1]1[C:5]2([CH2:9][CH2:8][NH:7][CH2:6]2)[O:4][CH2:3][CH2:2]1. (9) Given the reactants [CH3:1][C:2]1[CH:7]=[CH:6][C:5]([N+:8]([O-:10])=[O:9])=[CH:4][C:3]=1[O:11][CH3:12].[Br:13]C1CC(=O)NC1=O, predict the reaction product. The product is: [CH3:12][O:11][C:3]1[CH:4]=[C:5]([N+:8]([O-:10])=[O:9])[CH:6]=[CH:7][C:2]=1[CH2:1][Br:13].